From a dataset of Full USPTO retrosynthesis dataset with 1.9M reactions from patents (1976-2016). Predict the reactants needed to synthesize the given product. (1) The reactants are: [Cl:1][C:2]1[C:3]([C:16]2[C:24]3[C:19](=[CH:20][CH:21]=[CH:22][CH:23]=3)[N:18]([S:25]([C:28]3[CH:33]=[CH:32][CH:31]=[CH:30][CH:29]=3)(=[O:27])=[O:26])[CH:17]=2)=[N:4][C:5]([NH:8][C@@H:9]2[CH2:14][CH2:13][CH2:12][C@H:11]([NH2:15])[CH2:10]2)=[N:6][CH:7]=1.[O:34]1[CH2:39][CH2:38][N:37]([C:40]2[CH:48]=[C:47]([N+:49]([O-:51])=[O:50])[CH:46]=[CH:45][C:41]=2[C:42](O)=[O:43])[CH2:36][CH2:35]1.CCN(CC)CC.CN(C(ON1N=NC2C=CC=CC1=2)=[N+](C)C)C.F[P-](F)(F)(F)(F)F. Given the product [Cl:1][C:2]1[C:3]([C:16]2[C:24]3[C:19](=[CH:20][CH:21]=[CH:22][CH:23]=3)[N:18]([S:25]([C:28]3[CH:33]=[CH:32][CH:31]=[CH:30][CH:29]=3)(=[O:27])=[O:26])[CH:17]=2)=[N:4][C:5]([NH:8][C@@H:9]2[CH2:14][CH2:13][CH2:12][C@H:11]([NH:15][C:42](=[O:43])[C:41]3[CH:45]=[CH:46][C:47]([N+:49]([O-:51])=[O:50])=[CH:48][C:40]=3[N:37]3[CH2:36][CH2:35][O:34][CH2:39][CH2:38]3)[CH2:10]2)=[N:6][CH:7]=1, predict the reactants needed to synthesize it. (2) Given the product [C:15]([O:14][C:12](=[O:13])[NH:19][CH2:20][C:21]([N:50]1[CH2:51][CH2:52][N:47]([C:43]2[CH:44]=[CH:45][CH:46]=[C:41]([CH2:40][S:37]([CH:36]=[C:34]3[CH2:33][N:32]([CH:31]([C:28]4[CH:27]=[CH:26][C:25]([Cl:24])=[CH:30][CH:29]=4)[C:53]4[CH:58]=[CH:57][C:56]([Cl:59])=[CH:55][CH:54]=4)[CH2:35]3)(=[O:38])=[O:39])[CH:42]=2)[CH2:48][CH2:49]1)=[O:23])([CH3:16])([CH3:17])[CH3:18], predict the reactants needed to synthesize it. The reactants are: CCN=C=NCCCN(C)C.[C:12]([NH:19][CH2:20][C:21]([OH:23])=O)([O:14][C:15]([CH3:18])([CH3:17])[CH3:16])=[O:13].[Cl:24][C:25]1[CH:30]=[CH:29][C:28]([CH:31]([C:53]2[CH:58]=[CH:57][C:56]([Cl:59])=[CH:55][CH:54]=2)[N:32]2[CH2:35][C:34](=[CH:36][S:37]([CH2:40][C:41]3[CH:42]=[C:43]([N:47]4[CH2:52][CH2:51][NH:50][CH2:49][CH2:48]4)[CH:44]=[CH:45][CH:46]=3)(=[O:39])=[O:38])[CH2:33]2)=[CH:27][CH:26]=1. (3) Given the product [C:1]([O:5][C:6](=[O:23])[CH2:7][C@H:8]([OH:22])[CH2:9][C@H:10]([OH:21])[CH2:11][O:12][C:13](=[O:20])[C:14]1[CH:15]=[CH:16][CH:17]=[CH:18][CH:19]=1)([CH3:4])([CH3:2])[CH3:3], predict the reactants needed to synthesize it. The reactants are: [C:1]([O:5][C:6](=[O:23])[CH2:7][C:8](=[O:22])[CH2:9][C@H:10]([OH:21])[CH2:11][O:12][C:13](=[O:20])[C:14]1[CH:19]=[CH:18][CH:17]=[CH:16][CH:15]=1)([CH3:4])([CH3:3])[CH3:2].O=C[C@@H]([C@H]([C@@H]([C@@H](CO)O)O)O)O. (4) Given the product [CH2:1]([C:10]1[S:9][CH:13]=[CH:12][CH:11]=1)[C:2]1[CH:7]=[CH:6][CH:5]=[CH:4][CH:3]=1, predict the reactants needed to synthesize it. The reactants are: [CH2:1](I)[C:2]1[CH:7]=[CH:6][CH:5]=[CH:4][CH:3]=1.[S:9]1[CH:13]=[CH:12][CH:11]=[C:10]1[Mg]Br. (5) Given the product [CH3:1][O:2][C:3](=[O:16])[CH2:4][C:5]1[C:13]2[C:8](=[N:9][C:10]([Cl:14])=[CH:11][CH:12]=2)[N:7]([CH2:20][C:21]2[CH:26]=[CH:25][C:24]([S:27]([CH3:30])(=[O:29])=[O:28])=[CH:23][C:22]=2[C:31]([F:33])([F:32])[F:34])[C:6]=1[CH3:15], predict the reactants needed to synthesize it. The reactants are: [CH3:1][O:2][C:3](=[O:16])[CH2:4][C:5]1[C:13]2[C:8](=[N:9][C:10]([Cl:14])=[CH:11][CH:12]=2)[NH:7][C:6]=1[CH3:15].[H-].[Na+].Br[CH2:20][C:21]1[CH:26]=[CH:25][C:24]([S:27]([CH3:30])(=[O:29])=[O:28])=[CH:23][C:22]=1[C:31]([F:34])([F:33])[F:32].[I-].[Na+]. (6) The reactants are: [Si]([O:8][C@@H:9]1[C@@H:14]([CH3:15])[CH2:13][N:12]([C:16]2[CH:21]=[CH:20][N:19]=[CH:18][C:17]=2[NH:22][C:23]([C:25]2[CH:34]=[CH:33][C:32]3[C:27](=[CH:28][C:29]([CH:35]=[CH2:36])=[CH:30][CH:31]=3)[N:26]=2)=[O:24])[CH2:11][C@H:10]1[NH:37]C(=O)OC(C)(C)C)(C(C)(C)C)(C)C.Cl.O1CCOCC1. Given the product [NH2:37][C@H:10]1[C@H:9]([OH:8])[C@@H:14]([CH3:15])[CH2:13][N:12]([C:16]2[CH:21]=[CH:20][N:19]=[CH:18][C:17]=2[NH:22][C:23]([C:25]2[CH:34]=[CH:33][C:32]3[C:27](=[CH:28][C:29]([CH2:35][CH3:36])=[CH:30][CH:31]=3)[N:26]=2)=[O:24])[CH2:11]1, predict the reactants needed to synthesize it. (7) Given the product [CH3:18][O:17][C:15](=[O:16])[C:14]([NH:13][C:2]1[C:7]([N+:8]([O-:10])=[O:9])=[CH:6][C:5]([I:11])=[CH:4][N:3]=1)([CH3:20])[CH3:19], predict the reactants needed to synthesize it. The reactants are: Cl[C:2]1[C:7]([N+:8]([O-:10])=[O:9])=[CH:6][C:5]([I:11])=[CH:4][N:3]=1.Cl.[NH2:13][C:14]([CH3:20])([CH3:19])[C:15]([O:17][CH3:18])=[O:16].C(N(CC)CC)C. (8) Given the product [F:1][C:2]1[CH:3]=[CH:4][C:5]([O:33][CH3:34])=[C:6]([C:8]2[CH:13]=[CH:12][N:11]=[C:10]3[NH:14][C:15]([CH:17]4[CH2:22][CH2:21][N:20]([C:23]5[S:24][C:25]([C:28]([OH:30])=[O:29])=[CH:26][N:27]=5)[CH2:19][CH2:18]4)=[CH:16][C:9]=23)[CH:7]=1, predict the reactants needed to synthesize it. The reactants are: [F:1][C:2]1[CH:3]=[CH:4][C:5]([O:33][CH3:34])=[C:6]([C:8]2[CH:13]=[CH:12][N:11]=[C:10]3[NH:14][C:15]([CH:17]4[CH2:22][CH2:21][N:20]([C:23]5[S:24][C:25]([C:28]([O:30]CC)=[O:29])=[CH:26][N:27]=5)[CH2:19][CH2:18]4)=[CH:16][C:9]=23)[CH:7]=1.[OH-].[Li+].